This data is from Forward reaction prediction with 1.9M reactions from USPTO patents (1976-2016). The task is: Predict the product of the given reaction. (1) Given the reactants CC1(C)O[CH:5]([CH2:7][C:8]2[CH:17]=[C:16]3[C:11]([CH2:12][CH2:13][C:14](=[O:19])[N:15]3[CH3:18])=[CH:10][C:9]=2[O:20][CH3:21])CO1.COC1C=C2C(=CC=1CC[N:37]1[CH2:42][CH2:41][CH:40]([N:43]3[C:51]4[C:46](=[CH:47][CH:48]=[C:49]([C:52]([NH2:54])=[O:53])[CH:50]=4)[CH:45]=[CH:44]3)[CH2:39][CH2:38]1)NC(=O)CC2, predict the reaction product. The product is: [CH3:21][O:20][C:9]1[CH:10]=[C:11]2[C:16](=[CH:17][C:8]=1[CH2:7][CH2:5][N:37]1[CH2:38][CH2:39][CH:40]([N:43]3[C:51]4[C:46](=[CH:47][CH:48]=[C:49]([C:52]([NH2:54])=[O:53])[CH:50]=4)[CH:45]=[CH:44]3)[CH2:41][CH2:42]1)[N:15]([CH3:18])[C:14](=[O:19])[CH2:13][CH2:12]2. (2) Given the reactants O[CH2:2][CH2:3][CH2:4][C:5]1[N:6]=[C:7]2[CH:12]=[CH:11][C:10]([NH:13][C:14](=[O:29])[C:15]3[CH:20]=[CH:19][C:18]([O:21][CH2:22][C:23]4[CH:28]=[CH:27][CH:26]=[CH:25][N:24]=4)=[CH:17][CH:16]=3)=[CH:9][N:8]2[C:30]=1[CH3:31].[F:32][C:33]1([F:38])[CH2:37][CH2:36][NH:35][CH2:34]1, predict the reaction product. The product is: [F:32][C:33]1([F:38])[CH2:37][CH2:36][N:35]([CH2:2][CH2:3][CH2:4][C:5]2[N:6]=[C:7]3[CH:12]=[CH:11][C:10]([NH:13][C:14](=[O:29])[C:15]4[CH:20]=[CH:19][C:18]([O:21][CH2:22][C:23]5[CH:28]=[CH:27][CH:26]=[CH:25][N:24]=5)=[CH:17][CH:16]=4)=[CH:9][N:8]3[C:30]=2[CH3:31])[CH2:34]1. (3) The product is: [Br-:26].[C:1]([C:5]1[CH:24]=[CH:23][C:8]([C:9]([O:11][CH:12]([CH3:22])[CH2:13][N+:14]([CH:16]2[CH2:17][CH2:18][CH2:19][CH2:20][CH2:21]2)([CH3:25])[CH3:15])=[O:10])=[CH:7][CH:6]=1)([CH3:2])([CH3:4])[CH3:3]. Given the reactants [C:1]([C:5]1[CH:24]=[CH:23][C:8]([C:9]([O:11][CH:12]([CH3:22])[CH2:13][N:14]([CH:16]2[CH2:21][CH2:20][CH2:19][CH2:18][CH2:17]2)[CH3:15])=[O:10])=[CH:7][CH:6]=1)([CH3:4])([CH3:3])[CH3:2].[CH3:25][Br:26], predict the reaction product. (4) The product is: [Br:1][C:2]1[CH:9]=[CH:8][C:5]([CH2:6][N:20]2[CH2:21][CH2:22][CH2:23][C@@H:18]([OH:24])[CH2:19]2)=[CH:4][CH:3]=1. Given the reactants [Br:1][C:2]1[CH:9]=[CH:8][C:5]([CH2:6]Br)=[CH:4][CH:3]=1.C(N(CC)CC)C.C[C@@:18]1([OH:24])[CH2:23][CH2:22][CH2:21][NH:20][CH2:19]1, predict the reaction product. (5) The product is: [O:32]1[CH2:33][CH:27]([C:26]2[C:20]3[S:19][C:18]([NH:17][C:15](=[O:16])[C:14]4[CH:13]=[CH:12][C:11]([CH2:10][N:4]([CH3:3])[C:5](=[O:8])[CH2:6][CH3:7])=[CH:37][CH:36]=4)=[N:22][C:21]=3[C:23]([O:34][CH3:35])=[CH:24][CH:25]=2)[CH2:28][O:29][CH2:30][CH2:31]1. Given the reactants [H-].[Na+].[CH3:3][NH:4][C:5](=[O:8])[CH2:6][CH3:7].Cl[CH2:10][C:11]1[CH:37]=[CH:36][C:14]([C:15]([NH:17][C:18]2[S:19][C:20]3[C:26]([CH:27]4[CH2:33][O:32][CH2:31][CH2:30][O:29][CH2:28]4)=[CH:25][CH:24]=[C:23]([O:34][CH3:35])[C:21]=3[N:22]=2)=[O:16])=[CH:13][CH:12]=1, predict the reaction product.